From a dataset of Forward reaction prediction with 1.9M reactions from USPTO patents (1976-2016). Predict the product of the given reaction. (1) Given the reactants C(N1CCN(C2C=CC(C)=C(N)C=2)CC1)C.C(N1CCNCC1)C.CC1C=CC(N2CCOCC2)=CC=1N.COC1C=CC(CN(CC2C=CC(OC)=CC=2)C2N=CC(C3C4CCNC=4N=C(N4CCOCC4)N=3)=CN=2)=CC=1.[CH2:79]([N:81]1[CH2:86][CH2:85][N:84]([C:87]2[CH:88]=[CH:89][C:90]([CH3:136])=[C:91]([NH:93][C:94]([N:96]3[C:100]4[N:101]=[C:102]([N:130]5[CH2:135][CH2:134][O:133][CH2:132][CH2:131]5)[N:103]=[C:104]([C:105]5[CH:106]=[N:107][C:108]([N:111](CC6C=CC(OC)=CC=6)CC6C=CC(OC)=CC=6)=[N:109][CH:110]=5)[C:99]=4[CH2:98][CH2:97]3)=[O:95])[CH:92]=2)[CH2:83][CH2:82]1)[CH3:80], predict the reaction product. The product is: [CH2:79]([N:81]1[CH2:86][CH2:85][N:84]([C:87]2[CH:88]=[CH:89][C:90]([CH3:136])=[C:91]([NH:93][C:94]([N:96]3[C:100]4[N:101]=[C:102]([N:130]5[CH2:131][CH2:132][O:133][CH2:134][CH2:135]5)[N:103]=[C:104]([C:105]5[CH:110]=[N:109][C:108]([NH2:111])=[N:107][CH:106]=5)[C:99]=4[CH2:98][CH2:97]3)=[O:95])[CH:92]=2)[CH2:83][CH2:82]1)[CH3:80]. (2) Given the reactants [NH2:1][C:2]1[C:3]([C:25](OCC)=[O:26])=[N:4][C:5]([NH:17][C:18]2[CH:23]=[CH:22][CH:21]=[CH:20][C:19]=2[OH:24])=[N:6][C:7]=1[NH:8][C:9]1[CH:14]=[CH:13][CH:12]=[CH:11][C:10]=1[O:15][CH3:16].OC1C=CC=CC=1[NH:37]C1N=C(C(OCC)=O)C([N+]([O-])=O)=C(NC2C=CC=CC=2OC)N=1.[CH2:61]([OH:63])C, predict the reaction product. The product is: [OH:24][C:19]1[CH:20]=[CH:21][CH:22]=[CH:23][C:18]=1[NH:17][C:5]1[N:6]=[C:7]2[C:2]([NH:1][C:61](=[O:63])[N:8]2[C:9]2[CH:14]=[CH:13][CH:12]=[CH:11][C:10]=2[O:15][CH3:16])=[C:3]([C:25]([NH2:37])=[O:26])[N:4]=1.